Task: Predict which catalyst facilitates the given reaction.. Dataset: Catalyst prediction with 721,799 reactions and 888 catalyst types from USPTO (1) Reactant: [CH3:1][O:2][C:3](=[O:31])[C:4]([C:16]1[CH:21]=[CH:20][C:19]([O:22][C:23]2[CH:28]=[CH:27][C:26]([CH:29]=[O:30])=[CH:25][CH:24]=2)=[CH:18][CH:17]=1)=[CH:5][C:6]1[CH:11]=[C:10]([O:12][CH3:13])[CH:9]=[C:8]([O:14][CH3:15])[CH:7]=1.[BH4-].[Na+]. Product: [CH3:1][O:2][C:3](=[O:31])[C:4]([C:16]1[CH:21]=[CH:20][C:19]([O:22][C:23]2[CH:24]=[CH:25][C:26]([CH2:29][OH:30])=[CH:27][CH:28]=2)=[CH:18][CH:17]=1)=[CH:5][C:6]1[CH:11]=[C:10]([O:12][CH3:13])[CH:9]=[C:8]([O:14][CH3:15])[CH:7]=1. The catalyst class is: 8. (2) Reactant: Br[C:2]1[CH:7]=[C:6]([O:8][CH3:9])[C:5]([CH:10]2[C:20](=[O:21])[CH2:19][C:13]3([CH2:18][CH2:17][O:16][CH2:15][CH2:14]3)[CH2:12][C:11]2=[O:22])=[C:4]([Cl:23])[CH:3]=1.[CH3:24][Si:25]([CH3:42])([CH3:41])[C:26]#[C:27][Sn](CCCC)(CCCC)CCCC. Product: [Cl:23][C:4]1[CH:3]=[C:2]([C:27]#[C:26][Si:25]([CH3:42])([CH3:41])[CH3:24])[CH:7]=[C:6]([O:8][CH3:9])[C:5]=1[CH:10]1[C:20](=[O:21])[CH2:19][C:13]2([CH2:18][CH2:17][O:16][CH2:15][CH2:14]2)[CH2:12][C:11]1=[O:22]. The catalyst class is: 133. (3) Reactant: [Cl:1][C:2]1[CH:3]=[C:4]([CH:27]=[CH:28][C:29]=1[Cl:30])[O:5][CH:6]1[CH2:11][CH2:10][N:9]([CH2:12][CH:13]2[CH2:18][CH2:17][N:16]([C@@H:19]([CH:24]([CH3:26])[CH3:25])[C:20]([O:22]C)=[O:21])[CH2:15][CH2:14]2)[CH2:8][CH2:7]1. Product: [Cl:1][C:2]1[CH:3]=[C:4]([CH:27]=[CH:28][C:29]=1[Cl:30])[O:5][CH:6]1[CH2:7][CH2:8][N:9]([CH2:12][CH:13]2[CH2:14][CH2:15][N:16]([C@@H:19]([CH:24]([CH3:25])[CH3:26])[C:20]([OH:22])=[O:21])[CH2:17][CH2:18]2)[CH2:10][CH2:11]1. The catalyst class is: 33. (4) The catalyst class is: 10. Product: [Cl:1][C:2]1[CH:3]=[C:4]([C:23]([O:25][CH3:26])=[O:24])[C:5]([CH3:22])=[C:6]([N:8]([CH3:27])[CH:9]2[CH2:14][CH2:13][N:12]([C:15]([O:17][C:18]([CH3:19])([CH3:20])[CH3:21])=[O:16])[CH2:11][CH2:10]2)[CH:7]=1. Reactant: [Cl:1][C:2]1[CH:3]=[C:4]([C:23]([O:25][CH3:26])=[O:24])[C:5]([CH3:22])=[C:6]([NH:8][CH:9]2[CH2:14][CH2:13][N:12]([C:15]([O:17][C:18]([CH3:21])([CH3:20])[CH3:19])=[O:16])[CH2:11][CH2:10]2)[CH:7]=1.[C:27](=O)([O-])[O-].[Cs+].[Cs+].CI. (5) Product: [F:1][C:2]1[CH:7]=[C:6]([CH:5]=[C:4]([O:11][CH3:12])[C:3]=1[O:13][CH3:14])[NH2:8]. The catalyst class is: 13. Reactant: [F:1][C:2]1[CH:7]=[C:6]([N+:8]([O-])=O)[CH:5]=[C:4]([O:11][CH3:12])[C:3]=1[O:13][CH3:14].[Sn](Cl)Cl. (6) Reactant: [Cl:1][C:2]1[N:7]=[C:6]([CH2:8][N:9]2[CH2:14][CH2:13][O:12][CH2:11][CH2:10]2)[C:5]([C:15]([O-:17])=O)=[CH:4][CH:3]=1.[Na+].C(Cl)CCl.C1C=CC2N(O)N=[N:29]C=2C=1.[Cl-].[NH4+].CCN(C(C)C)C(C)C.C([O-])(O)=O.[Na+]. Product: [Cl:1][C:2]1[N:7]=[C:6]([CH2:8][N:9]2[CH2:14][CH2:13][O:12][CH2:11][CH2:10]2)[C:5]([C:15]([NH2:29])=[O:17])=[CH:4][CH:3]=1. The catalyst class is: 3.